The task is: Predict the reactants needed to synthesize the given product.. This data is from Full USPTO retrosynthesis dataset with 1.9M reactions from patents (1976-2016). (1) Given the product [C:1]([O:5][C:6]([N:8]1[CH2:13][CH2:12][O:11][CH2:10][CH:9]1[CH2:14][NH:15][S:26]([CH:23]1[CH2:25][CH2:24]1)(=[O:28])=[O:27])=[O:7])([CH3:4])([CH3:3])[CH3:2], predict the reactants needed to synthesize it. The reactants are: [C:1]([O:5][C:6]([N:8]1[CH2:13][CH2:12][O:11][CH2:10][CH:9]1[CH2:14][NH2:15])=[O:7])([CH3:4])([CH3:3])[CH3:2].C(N(CC)CC)C.[CH:23]1([S:26](Cl)(=[O:28])=[O:27])[CH2:25][CH2:24]1. (2) Given the product [N:16]1([CH:13]2[CH2:14][CH2:15][N:10]([C:7]3[CH:6]=[CH:5][C:4]([NH2:1])=[CH:9][CH:8]=3)[CH2:11][CH2:12]2)[CH2:17][CH2:18][CH2:19][CH2:20][CH2:21]1, predict the reactants needed to synthesize it. The reactants are: [N+:1]([C:4]1[CH:9]=[CH:8][C:7]([N:10]2[CH2:15][CH2:14][CH:13]([N:16]3[CH2:21][CH2:20][CH2:19][CH2:18][CH2:17]3)[CH2:12][CH2:11]2)=[CH:6][CH:5]=1)([O-])=O. (3) Given the product [N:1]1[CH:6]=[CH:5][C:4]([O:7][C:8]2[CH:13]=[CH:12][CH:11]=[CH:10][C:9]=2[Mg:28][I:29])=[CH:3][CH:2]=1, predict the reactants needed to synthesize it. The reactants are: [N:1]1[CH:6]=[CH:5][C:4]([O:7][C:8]2[CH:13]=[CH:12][CH:11]=[CH:10][C:9]=2I)=[CH:3][CH:2]=1.C([Mg]Cl)(C)C.[Li+].[Cl-].C1([Mg:28][I:29])C=CC=CC=1. (4) Given the product [NH2:26][C:22]1[CH:21]=[CH:20][C:19]2[C@@H:15]3[C@@H:14]([N:13]([C:10]([C:8]4[CH:7]=[CH:6][C:5]5[NH:1][CH:2]=[N:3][C:4]=5[CH:9]=4)=[O:12])[CH2:18][CH2:17][CH2:16]3)[CH2:25][C:24]=2[CH:23]=1, predict the reactants needed to synthesize it. The reactants are: [NH:1]1[C:5]2[CH:6]=[CH:7][C:8]([C:10]([OH:12])=O)=[CH:9][C:4]=2[N:3]=[CH:2]1.[NH:13]1[CH2:18][CH2:17][CH2:16][C@@H:15]2[C:19]3[CH:20]=[CH:21][C:22]([NH2:26])=[CH:23][C:24]=3[CH2:25][C@H:14]12. (5) Given the product [Cl:8][C:6]1[N:5]=[CH:4][N:3]=[C:2]([NH:30][C:26]2[CH:27]=[CH:28][CH:29]=[C:24]([CH2:23][N:18]3[CH:22]=[CH:21][N:20]=[N:19]3)[CH:25]=2)[N:7]=1, predict the reactants needed to synthesize it. The reactants are: Cl[C:2]1[N:7]=[C:6]([Cl:8])[N:5]=[CH:4][N:3]=1.CCN(C(C)C)C(C)C.[N:18]1([CH2:23][C:24]2[CH:25]=[C:26]([NH2:30])[CH:27]=[CH:28][CH:29]=2)[CH:22]=[CH:21][N:20]=[N:19]1. (6) Given the product [C:1]([C:3]1[CH:4]=[CH:5][C:6]([CH2:7][NH:8][C:9](=[O:20])[CH:10]([C:13]2[CH:18]=[CH:17][CH:16]=[C:15]([O:19][CH:24]([CH3:26])[CH3:25])[CH:14]=2)[O:11][CH3:12])=[CH:21][CH:22]=1)#[N:2], predict the reactants needed to synthesize it. The reactants are: [C:1]([C:3]1[CH:22]=[CH:21][C:6]([CH2:7][NH:8][C:9](=[O:20])[CH:10]([C:13]2[CH:18]=[CH:17][CH:16]=[C:15]([OH:19])[CH:14]=2)[O:11][CH3:12])=[CH:5][CH:4]=1)#[N:2].I[CH:24]([CH3:26])[CH3:25].C(=O)([O-])[O-].[Cs+].[Cs+]. (7) Given the product [NH2:1][C:2]1[CH:6]=[CH:5][N:4]([C:7]2[CH:12]=[CH:11][C:10]([B:22]3[O:23][C:24]([CH3:26])([CH3:25])[C:20]([CH3:36])([CH3:19])[O:21]3)=[CH:9][CH:8]=2)[C:3]=1[C:14]([O:16][CH2:17][CH3:18])=[O:15], predict the reactants needed to synthesize it. The reactants are: [NH2:1][C:2]1[CH:6]=[CH:5][N:4]([C:7]2[CH:12]=[CH:11][C:10](Br)=[CH:9][CH:8]=2)[C:3]=1[C:14]([O:16][CH2:17][CH3:18])=[O:15].[CH3:19][C:20]1([CH3:36])[C:24]([CH3:26])([CH3:25])[O:23][B:22]([B:22]2[O:23][C:24]([CH3:26])([CH3:25])[C:20]([CH3:36])([CH3:19])[O:21]2)[O:21]1.C([O-])(=O)C.[K+].